Dataset: Forward reaction prediction with 1.9M reactions from USPTO patents (1976-2016). Task: Predict the product of the given reaction. (1) Given the reactants Br[CH2:2][CH2:3][O:4][CH2:5][CH2:6][N:7]1[C:11]2[CH:12]=[CH:13][CH:14]=[CH:15][C:10]=2[N:9]([C:16]2[C:21]([F:22])=[CH:20][CH:19]=[CH:18][C:17]=2[F:23])[S:8]1(=[O:25])=[O:24].[CH3:26][NH2:27], predict the reaction product. The product is: [F:23][C:17]1[CH:18]=[CH:19][CH:20]=[C:21]([F:22])[C:16]=1[N:9]1[C:10]2[CH:15]=[CH:14][CH:13]=[CH:12][C:11]=2[N:7]([CH2:6][CH2:5][O:4][CH2:3][CH2:2][NH:27][CH3:26])[S:8]1(=[O:25])=[O:24]. (2) Given the reactants Cl[C:2]1[C:11]([Cl:12])=[N:10][C:9]2[C:4](=[CH:5][CH:6]=[CH:7][CH:8]=2)[N:3]=1.[N+:13]([C:16]1[CH:17]=[C:18]([S:22]([NH2:25])(=[O:24])=[O:23])[CH:19]=[CH:20][CH:21]=1)([O-:15])=[O:14].C(=O)([O-])[O-].[K+].[K+].Cl, predict the reaction product. The product is: [Cl:12][C:11]1[C:2]([NH:25][S:22]([C:18]2[CH:19]=[CH:20][CH:21]=[C:16]([N+:13]([O-:15])=[O:14])[CH:17]=2)(=[O:24])=[O:23])=[N:3][C:4]2[C:9]([N:10]=1)=[CH:8][CH:7]=[CH:6][CH:5]=2.